From a dataset of Reaction yield outcomes from USPTO patents with 853,638 reactions. Predict the reaction yield, written as a fraction of the theoretical maximum amount of product (1.0 means a 100% yield; for example, 0.34 means a 34% yield). The reactants are [N:1]12[CH2:8][CH2:7][C:4]([C:9]([C:17]3[CH:22]=[CH:21][CH:20]=[CH:19][CH:18]=3)([C:11]3[CH:16]=[CH:15][CH:14]=[CH:13][CH:12]=3)[OH:10])([CH2:5][CH2:6]1)[CH2:3][CH2:2]2.[Br:23][CH2:24][CH2:25][OH:26]. The catalyst is CC#N. The product is [Br-:23].[OH:10][C:9]([C:17]1[CH:22]=[CH:21][CH:20]=[CH:19][CH:18]=1)([C:11]1[CH:12]=[CH:13][CH:14]=[CH:15][CH:16]=1)[C:4]12[CH2:5][CH2:6][N+:1]([CH2:24][CH2:25][OH:26])([CH2:2][CH2:3]1)[CH2:8][CH2:7]2. The yield is 0.601.